From a dataset of Catalyst prediction with 721,799 reactions and 888 catalyst types from USPTO. Predict which catalyst facilitates the given reaction. (1) Reactant: CC1C=CC(S([O-])(=O)=O)=CC=1.[CH2:12]([O:19][C:20](=[O:27])[CH2:21][CH2:22][CH2:23][CH2:24][CH2:25][NH3+:26])[C:13]1[CH:18]=[CH:17][CH:16]=[CH:15][CH:14]=1.[C:28]([O-:31])([O-:30])=O.[K+].[K+].[O:34]=[C:35]1[O:40][C:39](=[O:41])[CH2:38][N:37]([CH2:42]CC(O)=O)[CH2:36]1.O. Product: [CH2:12]([O:19][C:20](=[O:27])[CH2:21][CH2:22][CH2:23][CH2:24][CH2:25][NH:26][C:39](=[O:41])[CH2:38][N:37]([CH2:36][C:35]([OH:40])=[O:34])[CH2:42][C:28]([OH:31])=[O:30])[C:13]1[CH:18]=[CH:17][CH:16]=[CH:15][CH:14]=1. The catalyst class is: 3. (2) Reactant: [CH:1]1([CH2:4][N:5]2[C:10]3[N:11]=[CH:12][C:13](C(O)=O)=[CH:14][C:9]=3[C:8](=[O:18])[N:7]([CH2:19][CH:20]3[CH2:22][CH2:21]3)[C:6]2=[O:23])[CH2:3][CH2:2]1.C1C=CC(P([N:38]=[N+]=[N-])(C2C=CC=CC=2)=O)=CC=1. Product: [NH2:38][C:13]1[CH:12]=[N:11][C:10]2[N:5]([CH2:4][CH:1]3[CH2:3][CH2:2]3)[C:6](=[O:23])[N:7]([CH2:19][CH:20]3[CH2:21][CH2:22]3)[C:8](=[O:18])[C:9]=2[CH:14]=1. The catalyst class is: 107. (3) Reactant: [Br:1][C:2]1[CH:7]=[CH:6][C:5]([NH2:8])=[C:4]([C:9]([F:12])([F:11])[F:10])[CH:3]=1.[F:13][C:14]1[CH:27]=[CH:26][C:17]2[S:18][C:19]([S:22](Cl)(=[O:24])=[O:23])=[C:20]([CH3:21])[C:16]=2[CH:15]=1. Product: [Br:1][C:2]1[CH:7]=[CH:6][C:5]([NH:8][S:22]([C:19]2[S:18][C:17]3[CH:26]=[CH:27][C:14]([F:13])=[CH:15][C:16]=3[C:20]=2[CH3:21])(=[O:24])=[O:23])=[C:4]([C:9]([F:10])([F:11])[F:12])[CH:3]=1. The catalyst class is: 17.